From a dataset of Full USPTO retrosynthesis dataset with 1.9M reactions from patents (1976-2016). Predict the reactants needed to synthesize the given product. (1) The reactants are: [NH2:1][OH:2].[CH:3]1([O:8][C:9]2[C:10]([O:27][CH3:28])=[CH:11][CH:12]=[C:13]3[C:18]=2[O:17][C:16](=[O:19])[CH:15]=[C:14]3[NH:20][CH2:21][C:22](OCC)=[O:23])[CH2:7][CH2:6][CH2:5][CH2:4]1. Given the product [CH:3]1([O:8][C:9]2[C:10]([O:27][CH3:28])=[CH:11][CH:12]=[C:13]3[C:18]=2[O:17][C:16](=[O:19])[CH:15]=[C:14]3[NH:20][CH2:21][C:22]([NH:1][OH:2])=[O:23])[CH2:7][CH2:6][CH2:5][CH2:4]1, predict the reactants needed to synthesize it. (2) Given the product [NH2:19][C:5]1[CH:4]=[C:3]([CH:1]=[CH2:2])[C:13]([O:14][C:15]([F:16])([F:17])[F:18])=[CH:12][C:6]=1[C:7]([O:9][CH2:10][CH3:11])=[O:8], predict the reactants needed to synthesize it. The reactants are: [CH:1]([C:3]1[C:13]([O:14][C:15]([F:18])([F:17])[F:16])=[CH:12][C:6]([C:7]([O:9][CH2:10][CH3:11])=[O:8])=[C:5]([N+:19]([O-])=O)[CH:4]=1)=[CH2:2].C(SC1C=CC(N)=CC=1C)C.